This data is from Forward reaction prediction with 1.9M reactions from USPTO patents (1976-2016). The task is: Predict the product of the given reaction. (1) Given the reactants Br[C:2]1[CH:7]=[CH:6][CH:5]=[C:4]([CH2:8][F:9])[N:3]=1.[C:10]([O:14][C:15](=[O:31])[N:16]([C:23]1[CH:28]=[CH:27][C:26]([F:29])=[CH:25][C:24]=1[CH3:30])[C:17](=[O:22])[CH2:18][CH2:19][C:20]#[CH:21])([CH3:13])([CH3:12])[CH3:11], predict the reaction product. The product is: [C:10]([O:14][C:15](=[O:31])[N:16]([C:17](=[O:22])[CH2:18][CH2:19][C:20]#[C:21][C:2]1[CH:7]=[CH:6][CH:5]=[C:4]([CH2:8][F:9])[N:3]=1)[C:23]1[CH:28]=[CH:27][C:26]([F:29])=[CH:25][C:24]=1[CH3:30])([CH3:13])([CH3:11])[CH3:12]. (2) Given the reactants [N+:1]([C:4]1[CH:9]=[CH:8][C:7]([CH2:10][CH2:11][CH2:12][C:13]([OH:15])=O)=[CH:6][CH:5]=1)([O-:3])=[O:2].[NH:16]1[CH2:21][CH2:20]O[CH2:18][CH2:17]1.[C:22](=O)(O)[O-].[Na+], predict the reaction product. The product is: [N+:1]([C:4]1[CH:5]=[CH:6][C:7]([CH2:10][CH2:11][CH2:12][C:13]([N:16]2[CH2:21][CH2:20][CH2:22][CH2:18][CH2:17]2)=[O:15])=[CH:8][CH:9]=1)([O-:3])=[O:2]. (3) Given the reactants [NH:1]1[CH2:6][CH2:5][CH:4]([NH:7][C:8]2[O:9][C:10]3[C:16]([S:17]([N:20]4[CH2:24][CH2:23][CH2:22][CH2:21]4)(=[O:19])=[O:18])=[CH:15][CH:14]=[CH:13][C:11]=3[N:12]=2)[CH2:3][CH2:2]1.[CH2:25]([O:27][C:28]1[CH:29]=[C:30]([CH:33]=[C:34]([O:41][CH2:42][CH3:43])[C:35]=1[N:36]1[CH:40]=[CH:39][CH:38]=[CH:37]1)[CH:31]=O)[CH3:26].C([BH3-])#N.[Na+].C(N(C(C)C)C(C)C)C, predict the reaction product. The product is: [CH2:25]([O:27][C:28]1[CH:29]=[C:30]([CH:33]=[C:34]([O:41][CH2:42][CH3:43])[C:35]=1[N:36]1[CH:40]=[CH:39][CH:38]=[CH:37]1)[CH2:31][N:1]1[CH2:2][CH2:3][CH:4]([NH:7][C:8]2[O:9][C:10]3[C:16]([S:17]([N:20]4[CH2:24][CH2:23][CH2:22][CH2:21]4)(=[O:19])=[O:18])=[CH:15][CH:14]=[CH:13][C:11]=3[N:12]=2)[CH2:5][CH2:6]1)[CH3:26]. (4) Given the reactants [Cl:1][C:2]1[CH:7]=[C:6]([C:8]#[C:9][C:10]2[N:11]=[C:12]([CH3:15])[NH:13][CH:14]=2)[CH:5]=[CH:4][N:3]=1.[F:16][C:17]1[CH:18]=[C:19](B(O)O)[CH:20]=[CH:21][C:22]=1[CH3:23], predict the reaction product. The product is: [Cl:1][C:2]1[CH:7]=[C:6]([C:8]#[C:9][C:10]2[N:11]=[C:12]([CH3:15])[N:13]([C:19]3[CH:20]=[CH:21][C:22]([CH3:23])=[C:17]([F:16])[CH:18]=3)[CH:14]=2)[CH:5]=[CH:4][N:3]=1.